Dataset: Catalyst prediction with 721,799 reactions and 888 catalyst types from USPTO. Task: Predict which catalyst facilitates the given reaction. (1) Reactant: C([Li])CCC.[Cl:6][C:7]1[C:16]2[C:11](=[CH:12][CH:13]=[C:14](I)[CH:15]=2)[N:10]=[C:9]([O:18][CH3:19])[C:8]=1[CH2:20][C:21]1[CH:29]=[CH:28][C:24]([N:25]([CH3:27])[CH3:26])=[CH:23][CH:22]=1.[CH3:30][C:31]1[C:36]([C:37]([C:39]2[N:43]([CH3:44])[N:42]=[N:41][CH:40]=2)=[O:38])=[CH:35][CH:34]=[C:33]([CH3:45])[N:32]=1. Product: [Cl:6][C:7]1[C:16]2[C:11](=[CH:12][CH:13]=[C:14]([C:37]([C:36]3[C:31]([CH3:30])=[N:32][C:33]([CH3:45])=[CH:34][CH:35]=3)([C:39]3[N:43]([CH3:44])[N:42]=[N:41][CH:40]=3)[OH:38])[CH:15]=2)[N:10]=[C:9]([O:18][CH3:19])[C:8]=1[CH2:20][C:21]1[CH:29]=[CH:28][C:24]([N:25]([CH3:27])[CH3:26])=[CH:23][CH:22]=1. The catalyst class is: 1. (2) Reactant: [CH:1]([C:3]1[C:11]2[C:6](=[CH:7][C:8]([C:12]([OH:14])=[O:13])=[CH:9][CH:10]=2)[NH:5][N:4]=1)=O.[C:15]1([NH2:22])[CH:20]=[CH:19][CH:18]=[CH:17][C:16]=1[NH2:21].[S].O. Product: [NH:21]1[C:16]2[CH:17]=[CH:18][CH:19]=[CH:20][C:15]=2[N:22]=[C:1]1[C:3]1[C:11]2[C:6](=[CH:7][C:8]([C:12]([OH:14])=[O:13])=[CH:9][CH:10]=2)[NH:5][N:4]=1. The catalyst class is: 3. (3) Reactant: Br[C:2]1[C:6]2[O:7][C:8]([N:12]3[CH2:17][CH2:16][S:15][CH2:14][CH2:13]3)=[CH:9][C:10](=[O:11])[C:5]=2[S:4][CH:3]=1.[C:18]1(B(O)O)[CH:23]=[CH:22][CH:21]=[CH:20][CH:19]=1.[C:27]([O-:30])([O-])=[O:28].[Na+].[Na+].[C:33]1(C)C=CC=C[CH:34]=1. Product: [CH2:33]([O:30][C:27]([C:18]1[CH:23]=[CH:22][C:21]([C:3]2[S:4][C:5]3[C:10](=[O:11])[CH:9]=[C:8]([N:12]4[CH2:17][CH2:16][S:15][CH2:14][CH2:13]4)[O:7][C:6]=3[CH:2]=2)=[CH:20][CH:19]=1)=[O:28])[CH3:34]. The catalyst class is: 14. (4) Reactant: [C:1]([C:4]1[CH:35]=[CH:34][C:7]([CH2:8][CH2:9][N:10]2[CH2:15][CH:14]=[C:13]([C:16]3[C:17]([C:28]4[CH:33]=[CH:32][N:31]=[CH:30][CH:29]=4)=[C:18]([C:21]4[CH:26]=[CH:25][C:24]([F:27])=[CH:23][CH:22]=4)[NH:19][CH:20]=3)[CH2:12][CH2:11]2)=[CH:6][CH:5]=1)([OH:3])=[O:2].[C:36](N1C=CN=C1)([N:38]1[CH:42]=[CH:41]N=[CH:39]1)=O.CN(CCO)C.O. Product: [CH3:36][N:38]([CH2:42][CH2:41][O:2][C:1]([C:4]1[CH:35]=[CH:34][C:7]([CH2:8][CH2:9][N:10]2[CH2:11][CH:12]=[C:13]([C:16]3[C:17]([C:28]4[CH:29]=[CH:30][N:31]=[CH:32][CH:33]=4)=[C:18]([C:21]4[CH:26]=[CH:25][C:24]([F:27])=[CH:23][CH:22]=4)[NH:19][CH:20]=3)[CH2:14][CH2:15]2)=[CH:6][CH:5]=1)=[O:3])[CH3:39]. The catalyst class is: 9. (5) Reactant: [OH:1][C@H:2]1[CH2:7][CH2:6][N:5](CC2C=CC=CC=2)[CH2:4][C@H:3]1[CH2:15][NH:16][C:17](=[O:23])[O:18][C:19]([CH3:22])([CH3:21])[CH3:20].Cl.Cl.FC1C=CC2C=CC(=O)N3C=2C=1CCC3CN1CCC(NCC2N=CC3OCSC=3C=2)CC1. Product: [OH:1][C@H:2]1[CH2:7][CH2:6][NH:5][CH2:4][C@H:3]1[CH2:15][NH:16][C:17](=[O:23])[O:18][C:19]([CH3:21])([CH3:20])[CH3:22]. The catalyst class is: 293. (6) Reactant: [OH-].[Na+].[CH:3]1([C:6]2[C:32]([CH:33]3[CH2:35][CH2:34]3)=[CH:31][C:9]([CH2:10][N:11]3[CH2:14][C:13]4([CH2:18][C:17]([N:19]5[CH2:24][CH2:23][C:22]([CH3:30])([C:25]([O:27]CC)=[O:26])[CH2:21][CH2:20]5)=[N:16][O:15]4)[CH2:12]3)=[C:8]([O:36][CH2:37][CH3:38])[C:7]=2[F:39])[CH2:5][CH2:4]1. Product: [CH:3]1([C:6]2[C:32]([CH:33]3[CH2:34][CH2:35]3)=[CH:31][C:9]([CH2:10][N:11]3[CH2:12][C:13]4([CH2:18][C:17]([N:19]5[CH2:24][CH2:23][C:22]([CH3:30])([C:25]([OH:27])=[O:26])[CH2:21][CH2:20]5)=[N:16][O:15]4)[CH2:14]3)=[C:8]([O:36][CH2:37][CH3:38])[C:7]=2[F:39])[CH2:5][CH2:4]1. The catalyst class is: 8. (7) Reactant: [C:1]([O:5][C:6]([C:8]([NH2:12])([OH:11])[CH2:9][CH3:10])=[O:7])([CH3:4])([CH3:3])[CH3:2].[CH3:13][CH2:14][C:15]1[CH:16]=[CH:17][CH:18]=[C:19]2[C:23]3[CH2:24][CH2:25][O:26][C:27]([CH2:30][C:31]([OH:33])=[O:32])([CH2:28][CH3:29])[C:22]=3[NH:21][C:20]=12.CCN=C=NCCCN(C)C.Cl.C(OCC)(=O)C. Product: [C:6]([C:8]([NH2:12])([OH:11])[CH2:9][CH3:10])([O:5][C:1]([CH3:2])([CH3:4])[CH3:3])=[O:7].[CH3:13][CH2:14][C:15]1[CH:16]=[CH:17][CH:18]=[C:19]2[C:23]3[CH2:24][CH2:25][O:26][C:27]([CH2:30][C:31]([OH:33])=[O:32])([CH2:28][CH3:29])[C:22]=3[NH:21][C:20]=12. The catalyst class is: 154. (8) Product: [F:1][C:2]1[CH:3]=[CH:4][C:5]([NH:11][S:27]([C:25]2[CH:24]=[CH:23][CH:22]=[C:21]3[C:26]=2[N:17]=[CH:18][CH:19]=[CH:20]3)(=[O:28])=[O:29])=[C:6]([CH:10]=1)[C:7]([OH:9])=[O:8]. The catalyst class is: 69. Reactant: [F:1][C:2]1[CH:3]=[CH:4][C:5]([NH2:11])=[C:6]([CH:10]=1)[C:7]([OH:9])=[O:8].C(=O)(O)[O-].[Na+].[N:17]1[C:26]2[C:21](=[CH:22][CH:23]=[CH:24][C:25]=2[S:27](Cl)(=[O:29])=[O:28])[CH:20]=[CH:19][CH:18]=1.